From a dataset of Catalyst prediction with 721,799 reactions and 888 catalyst types from USPTO. Predict which catalyst facilitates the given reaction. Reactant: [CH2:1]([N:8]1[C:16]2[CH2:15][CH2:14][N:13](C(=O)C)[CH2:12][C:11]=2[C:10]([C:20]2[CH:25]=[CH:24][C:23]([F:26])=[CH:22][CH:21]=2)=[N:9]1)[C:2]1[CH:7]=[CH:6][CH:5]=[CH:4][CH:3]=1.Cl. Product: [CH2:1]([N:8]1[C:16]2[CH2:15][CH2:14][NH:13][CH2:12][C:11]=2[C:10]([C:20]2[CH:21]=[CH:22][C:23]([F:26])=[CH:24][CH:25]=2)=[N:9]1)[C:2]1[CH:7]=[CH:6][CH:5]=[CH:4][CH:3]=1. The catalyst class is: 8.